From a dataset of Full USPTO retrosynthesis dataset with 1.9M reactions from patents (1976-2016). Predict the reactants needed to synthesize the given product. (1) Given the product [CH2:30]([NH:32][C:18](=[O:20])[CH2:17][C:14]1[CH:13]=[C:12]2[C:11]3=[C:16]([CH:7]([C:1]4[CH:6]=[CH:5][CH:4]=[CH:3][CH:2]=4)[CH2:8][CH2:9][N:10]3[CH2:23][CH2:22][CH:21]2[C:24]2[CH:25]=[CH:26][CH:27]=[CH:28][CH:29]=2)[CH:15]=1)[CH3:31], predict the reactants needed to synthesize it. The reactants are: [C:1]1([CH:7]2[C:16]3[C:11]4=[C:12]([CH:21]([C:24]5[CH:29]=[CH:28][CH:27]=[CH:26][CH:25]=5)[CH2:22][CH2:23][N:10]4[CH2:9][CH2:8]2)[CH:13]=[C:14]([CH2:17][C:18]([OH:20])=O)[CH:15]=3)[CH:6]=[CH:5][CH:4]=[CH:3][CH:2]=1.[CH2:30]([NH2:32])[CH3:31].CCN=C=NCCCN(C)C.Cl.C1C=CC2N(O)N=NC=2C=1. (2) Given the product [Cl:1][C:2]1[CH:10]=[CH:9][C:5]([CH2:6][OH:7])=[C:4]([N+:11]([O-:13])=[O:12])[CH:3]=1, predict the reactants needed to synthesize it. The reactants are: [Cl:1][C:2]1[CH:10]=[CH:9][C:5]([C:6](O)=[O:7])=[C:4]([N+:11]([O-:13])=[O:12])[CH:3]=1.O.